Task: Predict the reaction yield, written as a fraction of the theoretical maximum amount of product (1.0 means a 100% yield; for example, 0.34 means a 34% yield).. Dataset: Reaction yield outcomes from USPTO patents with 853,638 reactions (1) The reactants are O.[NH2:2][NH2:3].[CH3:4][C:5]1[C:6]([C:25](OC)=[O:26])=[C:7]([NH:10][C:11](=[O:24])[CH2:12][N:13]2[C:22]3[C:17](=[CH:18][CH:19]=[CH:20][CH:21]=3)[CH2:16][CH2:15][C:14]2=[O:23])[S:8][CH:9]=1. The catalyst is C(O)C.[Cl-].[Na+].O. The product is [NH:2]([C:25]([C:6]1[C:5]([CH3:4])=[CH:9][S:8][C:7]=1[NH:10][C:11](=[O:24])[CH2:12][N:13]1[C:22]2[C:17](=[CH:18][CH:19]=[CH:20][CH:21]=2)[CH2:16][CH2:15][C:14]1=[O:23])=[O:26])[NH2:3]. The yield is 0.790. (2) The reactants are [Cl:1][C:2]1[CH:11]=[C:10]([O:12][CH3:13])[C:9]([N:14]2[CH:18]=[CH:17][CH:16]=[N:15]2)=[CH:8][C:3]=1[C:4](OC)=[O:5].[NH3:19]. The catalyst is CO.O. The product is [Cl:1][C:2]1[CH:11]=[C:10]([O:12][CH3:13])[C:9]([N:14]2[CH:18]=[CH:17][CH:16]=[N:15]2)=[CH:8][C:3]=1[C:4]([NH2:19])=[O:5]. The yield is 0.420. (3) The reactants are I[C:2]1[CH:7]=[CH:6][C:5]([N+:8]([O-:10])=[O:9])=[CH:4][CH:3]=1.[CH3:11][C:12]1[C:13](=[O:18])[NH:14][CH:15]=[CH:16][CH:17]=1.[O-]P([O-])([O-])=O.[K+].[K+].[K+].N[C@@H]1CCCC[C@H]1N. The catalyst is CCOC(C)=O.[Cu]I.O1CCOCC1. The product is [CH3:11][C:12]1[C:13](=[O:18])[N:14]([C:2]2[CH:7]=[CH:6][C:5]([N+:8]([O-:10])=[O:9])=[CH:4][CH:3]=2)[CH:15]=[CH:16][CH:17]=1. The yield is 0.360. (4) The catalyst is CN(C=O)C.C1COCC1.O. The product is [Cl:1][C:2]1[CH:3]=[C:4]([C:5]2[O:7][N:16]=[C:17]([C:18]3[CH:23]=[CH:22][C:21]([O:24][CH:25]([CH3:26])[CH3:27])=[C:20]([I:28])[CH:19]=3)[N:29]=2)[CH:8]=[CH:9][C:10]=1[O:11][CH2:12][CH2:13][CH3:14]. The yield is 0.474. The reactants are [Cl:1][C:2]1[CH:3]=[C:4]([CH:8]=[CH:9][C:10]=1[O:11][CH2:12][CH2:13][CH3:14])[C:5]([OH:7])=O.O[NH:16][C:17](=[NH:29])[C:18]1[CH:23]=[CH:22][C:21]([O:24][CH:25]([CH3:27])[CH3:26])=[C:20]([I:28])[CH:19]=1.C(Cl)CCl.CCCC[N+](CCCC)(CCCC)CCCC.[F-].